The task is: Predict the reaction yield, written as a fraction of the theoretical maximum amount of product (1.0 means a 100% yield; for example, 0.34 means a 34% yield).. This data is from Reaction yield outcomes from USPTO patents with 853,638 reactions. (1) The reactants are FC(F)(F)C(O)=O.C(OC([NH:15][N:16]([C:30]1[CH:35]=[C:34]([Cl:36])[CH:33]=[CH:32][C:31]=1[Cl:37])[C:17]([CH:19]1[C:24](=O)[C@@:23]2([CH3:29])[C:26]([CH3:28])([CH3:27])[C@@H:20]1[CH2:21][CH2:22]2)=[O:18])=O)(C)(C)C. The catalyst is ClCCl. The product is [Cl:37][C:31]1[CH:32]=[CH:33][C:34]([Cl:36])=[CH:35][C:30]=1[N:16]1[C:17](=[O:18])[C:19]2[C@@H:20]3[C:26]([CH3:27])([CH3:28])[C@@:23]([CH3:29])([CH2:22][CH2:21]3)[C:24]=2[NH:15]1. The yield is 0.860. (2) The reactants are [CH3:1][S:2]([C:5]1[CH:6]=[C:7]([C:11]2[N:16]3[N:17]=[C:18]([NH2:20])[N:19]=[C:15]3[CH:14]=[CH:13][CH:12]=2)[CH:8]=[CH:9][CH:10]=1)(=[O:4])=[O:3].Br[C:22]1[CH:27]=[CH:26][C:25]([N:28]2[CH2:33][CH2:32][O:31][CH2:30][CH2:29]2)=[CH:24][CH:23]=1. No catalyst specified. The product is [CH3:1][S:2]([C:5]1[CH:6]=[C:7]([C:11]2[N:16]3[N:17]=[C:18]([NH:20][C:22]4[CH:23]=[CH:24][C:25]([N:28]5[CH2:29][CH2:30][O:31][CH2:32][CH2:33]5)=[CH:26][CH:27]=4)[N:19]=[C:15]3[CH:14]=[CH:13][CH:12]=2)[CH:8]=[CH:9][CH:10]=1)(=[O:3])=[O:4]. The yield is 0.240. (3) The reactants are FC(F)(F)C(O)=O.FC(F)(F)C(O)=O.[NH2:15][CH2:16][CH2:17][N:18]1[CH2:23][CH2:22][N:21]([C:24]2[C:25]3[S:32][C:31]([C:33]([NH2:35])=[O:34])=[CH:30][C:26]=3[N:27]=[CH:28][N:29]=2)[CH2:20][CH2:19]1.C(=O)([O-])[O-].[Na+].[Na+].[C:42](Cl)(=[O:47])[C:43]([CH3:46])([CH3:45])[CH3:44]. The catalyst is C(OCC)(=O)C.O. The product is [C:42]([NH:15][CH2:16][CH2:17][N:18]1[CH2:23][CH2:22][N:21]([C:24]2[C:25]3[S:32][C:31]([C:33]([NH2:35])=[O:34])=[CH:30][C:26]=3[N:27]=[CH:28][N:29]=2)[CH2:20][CH2:19]1)(=[O:47])[C:43]([CH3:46])([CH3:45])[CH3:44]. The yield is 0.810. (4) The reactants are C(=O)([O-])[O-].[K+].[K+].[CH3:7][C:8]1[C:9]([S:15]([CH3:18])(=[O:17])=[O:16])=[C:10]([CH:12]=[CH:13][CH:14]=1)[NH2:11].[Br-:19].[Br-].[Br-].C([N+](CCCC)(CCCC)CCCC)CCC.C([N+](CCCC)(CCCC)CCCC)CCC.C([N+](CCCC)(CCCC)CCCC)CCC. The catalyst is C(#N)C. The product is [Br:19][C:14]1[CH:13]=[CH:12][C:10]([NH2:11])=[C:9]([S:15]([CH3:18])(=[O:17])=[O:16])[C:8]=1[CH3:7]. The yield is 0.740. (5) The reactants are [N+:1]([C:4]1[CH:5]=[CH:6][C:7]2[CH2:13][CH2:12][CH:11]([N:14]3[CH2:18][CH2:17][CH2:16][CH2:15]3)[CH2:10][CH2:9][C:8]=2[CH:19]=1)([O-])=O. The catalyst is [Pd].CO. The product is [NH2:1][C:4]1[CH:5]=[CH:6][C:7]2[CH2:13][CH2:12][CH:11]([N:14]3[CH2:18][CH2:17][CH2:16][CH2:15]3)[CH2:10][CH2:9][C:8]=2[CH:19]=1. The yield is 1.00. (6) The reactants are [C:1]([C:5]1[CH:41]=[CH:40][C:8]([CH2:9][N:10]([C:35]([NH:37][CH2:38][CH3:39])=[O:36])[NH:11][C:12](=O)[CH2:13][CH2:14][CH2:15][C:16]2[CH:21]=[CH:20][N:19]=[C:18]([C:22]3[CH:27]=[CH:26][C:25]([O:28][CH2:29][CH3:30])=[C:24]([CH2:31][C:32]#[N:33])[CH:23]=3)[N:17]=2)=[CH:7][CH:6]=1)([CH3:4])([CH3:3])[CH3:2].C12(CS(O)(=O)=O)C(C)(C)C(CC1)CC2=O. The catalyst is CCOC(C)=O.[Cl-].[Na+].O. The product is [C:1]([C:5]1[CH:6]=[CH:7][C:8]([CH2:9][N:10]2[C:35](=[O:36])[N:37]([CH2:38][CH3:39])[C:12]([CH2:13][CH2:14][CH2:15][C:16]3[CH:21]=[CH:20][N:19]=[C:18]([C:22]4[CH:27]=[CH:26][C:25]([O:28][CH2:29][CH3:30])=[C:24]([CH2:31][C:32]#[N:33])[CH:23]=4)[N:17]=3)=[N:11]2)=[CH:40][CH:41]=1)([CH3:4])([CH3:3])[CH3:2]. The yield is 0.570. (7) The reactants are [CH3:1][O:2][C:3]1[C:12]([O:13][CH3:14])=[C:11]([O:15][CH3:16])[CH:10]=[C:9]2[C:4]=1[CH2:5][CH2:6][C:7](=O)[O:8]2.O=[CH:19][C:20]1[CH:28]=[CH:27][C:24]([O:25][CH3:26])=[C:22]([OH:23])[CH:21]=1.CC1C=CC(S(O)(=O)=[O:37])=CC=1. The catalyst is C1C=CC=CC=1. The product is [OH:23][C:22]1[CH:21]=[C:20]([CH:28]=[CH:27][C:24]=1[O:25][CH3:26])/[CH:19]=[C:6]1\[CH2:7][O:8][C:9]2[C:4]([C:5]\1=[O:37])=[C:3]([O:2][CH3:1])[C:12]([O:13][CH3:14])=[C:11]([O:15][CH3:16])[CH:10]=2. The yield is 0.580.